From a dataset of Reaction yield outcomes from USPTO patents with 853,638 reactions. Predict the reaction yield, written as a fraction of the theoretical maximum amount of product (1.0 means a 100% yield; for example, 0.34 means a 34% yield). (1) The reactants are [F:1][C:2]1([F:14])[CH2:5][N:4]([CH2:6][C:7]2[N:11]([CH3:12])[N:10]=[C:9]([NH2:13])[CH:8]=2)[CH2:3]1.Br[C:16]1[C:17](=[O:24])[N:18]([CH3:23])[CH:19]=[C:20]([Br:22])[CH:21]=1.C(=O)([O-])[O-].[Cs+].[Cs+].CC1(C)C2C(=C(P(C3C=CC=CC=3)C3C=CC=CC=3)C=CC=2)OC2C(P(C3C=CC=CC=3)C3C=CC=CC=3)=CC=CC1=2. The catalyst is C1C=CC(/C=C/C(/C=C/C2C=CC=CC=2)=O)=CC=1.C1C=CC(/C=C/C(/C=C/C2C=CC=CC=2)=O)=CC=1.C1C=CC(/C=C/C(/C=C/C2C=CC=CC=2)=O)=CC=1.[Pd].[Pd].C(Cl)Cl.C(OCC)C.CO.O1CCOCC1. The product is [Br:22][C:20]1[CH:21]=[C:16]([NH:13][C:9]2[CH:8]=[C:7]([CH2:6][N:4]3[CH2:5][C:2]([F:1])([F:14])[CH2:3]3)[N:11]([CH3:12])[N:10]=2)[C:17](=[O:24])[N:18]([CH3:23])[CH:19]=1. The yield is 0.380. (2) The reactants are [F:1][C:2]1[CH:7]=[C:6]([F:8])[CH:5]=[CH:4][C:3]=1[C@:9]([OH:31])([C@H:16]([S:18][C@@H:19]1[CH2:24][O:23][C@@H](C2C=CC=CC=2)[O:21][CH2:20]1)[CH3:17])[CH2:10][N:11]1[CH:15]=[N:14][CH:13]=[N:12]1.Cl.O1CCOCC1.C([O-])(O)=O.[Na+]. The catalyst is CO. The product is [F:1][C:2]1[CH:7]=[C:6]([F:8])[CH:5]=[CH:4][C:3]=1[C@:9]([OH:31])([C@H:16]([S:18][CH:19]([CH2:20][OH:21])[CH2:24][OH:23])[CH3:17])[CH2:10][N:11]1[CH:15]=[N:14][CH:13]=[N:12]1. The yield is 0.880. (3) The reactants are C[O:2][C:3]([C:5]1[CH:13]=[C:12]2[C:8]([C:9]([CH:40]3[CH2:45][CH2:44][CH2:43][CH2:42][CH2:41]3)=[C:10]([C:23]3[CH:24]=[C:25]4[C:30](=[CH:31][CH:32]=3)[N:29]=[C:28]([C:33]3[S:37][C:36]([CH3:38])=[N:35][C:34]=3[CH3:39])[CH:27]=[CH:26]4)[N:11]2[CH2:14][C:15]([N:17]2[CH2:22][CH2:21][O:20][CH2:19][CH2:18]2)=[O:16])=[CH:7][CH:6]=1)=[O:4].O1CCOCC1. The catalyst is [OH-].[Na+]. The product is [CH:40]1([C:9]2[C:8]3[C:12](=[CH:13][C:5]([C:3]([OH:4])=[O:2])=[CH:6][CH:7]=3)[N:11]([CH2:14][C:15]([N:17]3[CH2:22][CH2:21][O:20][CH2:19][CH2:18]3)=[O:16])[C:10]=2[C:23]2[CH:24]=[C:25]3[C:30](=[CH:31][CH:32]=2)[N:29]=[C:28]([C:33]2[S:37][C:36]([CH3:38])=[N:35][C:34]=2[CH3:39])[CH:27]=[CH:26]3)[CH2:45][CH2:44][CH2:43][CH2:42][CH2:41]1. The yield is 0.680. (4) The reactants are [Br:1][C:2]1[C:3]([F:12])=[C:4]2[C:10]([NH2:11])=[CH:9][NH:8][C:5]2=[N:6][CH:7]=1.[C:13](O)(=[O:20])[C:14]1[CH:19]=[CH:18][CH:17]=[N:16][CH:15]=1.O=C1N(P(Cl)(N2CCOC2=O)=O)CCO1.C(N(CC)CC)C.[Li+].[OH-].C([O-])([O-])=O.[Na+].[Na+]. The yield is 0.800. The catalyst is C(Cl)Cl. The product is [Br:1][C:2]1[C:3]([F:12])=[C:4]2[C:10]([NH:11][C:13](=[O:20])[C:14]3[CH:19]=[CH:18][CH:17]=[N:16][CH:15]=3)=[CH:9][NH:8][C:5]2=[N:6][CH:7]=1. (5) The reactants are [OH:1][C:2]1[CH:3]=[C:4]([CH:11]=[CH:12][CH:13]=1)[C:5]([N:7]([O:9][CH3:10])[CH3:8])=[O:6].[H-].[Na+].Cl[CH2:17][O:18][CH3:19]. The catalyst is CN(C)C=O. The product is [CH3:17][O:18][CH2:19][O:1][C:2]1[CH:3]=[C:4]([CH:11]=[CH:12][CH:13]=1)[C:5]([N:7]([O:9][CH3:10])[CH3:8])=[O:6]. The yield is 0.870. (6) The reactants are [CH3:1][O:2][C:3]1[CH:11]=[CH:10][C:9]([O:12][CH3:13])=[CH:8][C:4]=1[C:5]([OH:7])=O.C(Cl)(=O)C(Cl)=O.Cl.[CH3:21][NH:22][O:23][CH3:24].C(N(CC)CC)C. The catalyst is C(Cl)Cl.CN(C=O)C. The product is [CH3:24][O:23][N:22]([CH3:21])[C:5](=[O:7])[C:4]1[CH:8]=[C:9]([O:12][CH3:13])[CH:10]=[CH:11][C:3]=1[O:2][CH3:1]. The yield is 0.990.